The task is: Predict the reactants needed to synthesize the given product.. This data is from Full USPTO retrosynthesis dataset with 1.9M reactions from patents (1976-2016). (1) Given the product [C:21]([O:25][C:26]([N:28]1[CH:33]2[CH2:34][CH2:35][CH:29]1[CH2:30][N:31]([C:36]([C:38]1[N:39]=[N:40][C:41]([NH:44][C:10]3[N:11]=[CH:12][C:7]4[CH:6]=[C:5]([C:3](=[O:4])[N:2]([CH3:20])[CH3:1])[N:14]([CH:15]5[CH2:19][CH2:18][CH2:17][CH2:16]5)[C:8]=4[N:9]=3)=[CH:42][CH:43]=1)=[O:37])[CH2:32]2)=[O:27])([CH3:24])([CH3:22])[CH3:23], predict the reactants needed to synthesize it. The reactants are: [CH3:1][N:2]([CH3:20])[C:3]([C:5]1[N:14]([CH:15]2[CH2:19][CH2:18][CH2:17][CH2:16]2)[C:8]2[N:9]=[C:10](Cl)[N:11]=[CH:12][C:7]=2[CH:6]=1)=[O:4].[C:21]([O:25][C:26]([N:28]1[CH:33]2[CH2:34][CH2:35][CH:29]1[CH2:30][N:31]([C:36]([C:38]1[N:39]=[N:40][C:41]([NH2:44])=[CH:42][CH:43]=1)=[O:37])[CH2:32]2)=[O:27])([CH3:24])([CH3:23])[CH3:22]. (2) Given the product [CH2:15]([NH:22][CH:8]([CH:7]([CH:1]1[CH2:2][CH2:3][CH2:4][CH2:5][CH2:6]1)[OH:12])[C:9]([OH:11])=[O:10])[C:16]1[CH:21]=[CH:20][CH:19]=[CH:18][CH:17]=1, predict the reactants needed to synthesize it. The reactants are: [CH:1]1([CH:7]2[O:12][CH:8]2[C:9]([OH:11])=[O:10])[CH2:6][CH2:5][CH2:4][CH2:3][CH2:2]1.[OH-].[Na+].[CH2:15]([NH2:22])[C:16]1[CH:21]=[CH:20][CH:19]=[CH:18][CH:17]=1.Cl.